This data is from Reaction yield outcomes from USPTO patents with 853,638 reactions. The task is: Predict the reaction yield, written as a fraction of the theoretical maximum amount of product (1.0 means a 100% yield; for example, 0.34 means a 34% yield). (1) The reactants are CN[C@@H:3]1C[CH2:7][CH2:6][CH2:5][C@H:4]1[NH:9][CH3:10].[CH:11]1([C:14]2[CH:15]=[C:16]([NH:23][C:24](=[O:30])[O:25][C:26]([CH3:29])([CH3:28])[CH3:27])[CH:17]=[C:18]3[C:22]=2[NH:21][CH:20]=[CH:19]3)[CH2:13][CH2:12]1.BrC1C=CC(C)=NC=1.P([O-])([O-])([O-])=O.[K+].[K+].[K+]. The catalyst is O1CCOCC1.[Cu]I. The product is [CH:11]1([C:14]2[CH:15]=[C:16]([NH:23][C:24](=[O:30])[O:25][C:26]([CH3:27])([CH3:29])[CH3:28])[CH:17]=[C:18]3[C:22]=2[N:21]([C:7]2[CH:10]=[N:9][C:4]([CH3:3])=[CH:5][CH:6]=2)[CH:20]=[CH:19]3)[CH2:12][CH2:13]1. The yield is 0.0970. (2) The reactants are [N:1]1([C:10]2[S:14][C:13]([C:15]([O:17]C)=O)=[C:12]([O:19][CH2:20][C:21]3[CH:26]=[CH:25][CH:24]=[C:23]([O:27][CH3:28])[CH:22]=3)[CH:11]=2)[C:5]2[CH:6]=[CH:7][CH:8]=[CH:9][C:4]=2[N:3]=[CH:2]1.[NH3:29]. No catalyst specified. The product is [N:1]1([C:10]2[S:14][C:13]([C:15]([NH2:29])=[O:17])=[C:12]([O:19][CH2:20][C:21]3[CH:26]=[CH:25][CH:24]=[C:23]([O:27][CH3:28])[CH:22]=3)[CH:11]=2)[C:5]2[CH:6]=[CH:7][CH:8]=[CH:9][C:4]=2[N:3]=[CH:2]1. The yield is 0.300. (3) The reactants are [N+:1]([C:4]1[CH:5]=[CH:6][C:7]([O:12][C:13]([F:16])([F:15])[F:14])=[C:8]([CH2:10][OH:11])[CH:9]=1)([O-])=O. The catalyst is CCOC(C)=O. The product is [NH2:1][C:4]1[CH:5]=[CH:6][C:7]([O:12][C:13]([F:14])([F:15])[F:16])=[C:8]([CH2:10][OH:11])[CH:9]=1. The yield is 0.960. (4) The reactants are [H-].[H-].[H-].[H-].[Li+].[Al+3].C[O:8][C:9](=O)[CH2:10][O:11][CH:12]1[CH2:17][CH2:16][N:15]([C:18]([O:20][C:21]([CH3:24])([CH3:23])[CH3:22])=[O:19])[CH2:14][CH2:13]1. The catalyst is C1COCC1. The product is [OH:8][CH2:9][CH2:10][O:11][CH:12]1[CH2:17][CH2:16][N:15]([C:18]([O:20][C:21]([CH3:24])([CH3:23])[CH3:22])=[O:19])[CH2:14][CH2:13]1. The yield is 0.740. (5) The reactants are [CH2:1]([CH:3]([C:6]1[C:7]2[N:8]([C:13]([C:17]3[S:21][C:20]([NH:22][CH3:23])=[N:19][C:18]=3[CH3:24])=[C:14]([CH3:16])[N:15]=2)[N:9]=[C:10]([CH3:12])[CH:11]=1)[CH2:4][CH3:5])[CH3:2].C(N(CC)CC)C.[C:32](Cl)(=[O:34])[CH3:33]. The catalyst is C(Cl)Cl. The product is [CH2:1]([CH:3]([C:6]1[C:7]2[N:8]([C:13]([C:17]3[S:21][C:20]([N:22]([CH3:23])[C:32](=[O:34])[CH3:33])=[N:19][C:18]=3[CH3:24])=[C:14]([CH3:16])[N:15]=2)[N:9]=[C:10]([CH3:12])[CH:11]=1)[CH2:4][CH3:5])[CH3:2]. The yield is 0.500. (6) No catalyst specified. The reactants are [CH:1]1([C:4]([C:6]2[CH:7]=[N:8][C:9]3[C:14]([C:15]=2Cl)=[N:13][C:12]([Cl:17])=[CH:11][CH:10]=3)=[O:5])[CH2:3][CH2:2]1.[CH3:18][N:19]([CH3:27])[C@H:20]1[CH2:25][CH2:24][C@H:23]([NH2:26])[CH2:22][CH2:21]1. The yield is 0.440. The product is [Cl:17][C:12]1[N:13]=[C:14]2[C:9](=[CH:10][CH:11]=1)[N:8]=[CH:7][C:6]([C:4]([CH:1]1[CH2:3][CH2:2]1)=[O:5])=[C:15]2[NH:26][C@H:23]1[CH2:24][CH2:25][C@H:20]([N:19]([CH3:27])[CH3:18])[CH2:21][CH2:22]1. (7) The reactants are C([Si](CC)(CC)[C:4]1[NH:12][C:7]2=[N:8][CH:9]=[CH:10][CH:11]=[C:6]2[C:5]=1[CH2:13][CH2:14][OH:15])C.CCCC[N+](CCCC)(CCCC)CCCC.[F-]. No catalyst specified. The product is [NH:12]1[C:7]2=[N:8][CH:9]=[CH:10][CH:11]=[C:6]2[C:5]([CH2:13][CH2:14][OH:15])=[CH:4]1. The yield is 0.790.